This data is from Forward reaction prediction with 1.9M reactions from USPTO patents (1976-2016). The task is: Predict the product of the given reaction. (1) Given the reactants [CH2:1]([C@H:8]1[CH2:12][O:11][C:10](=[O:13])[N:9]1[C:14](=[O:36])[C@@H:15]([O:33][CH2:34][CH3:35])[C@@H:16]([C:18]1[CH:23]=[CH:22][C:21]([O:24][CH2:25][C:26]2[CH:31]=[CH:30][CH:29]=[CH:28][CH:27]=2)=[CH:20][C:19]=1[CH3:32])O)[C:2]1[CH:7]=[CH:6][CH:5]=[CH:4][CH:3]=1.C([SiH](CC)CC)C, predict the reaction product. The product is: [CH2:1]([C@H:8]1[CH2:12][O:11][C:10](=[O:13])[N:9]1[C:14](=[O:36])[C@@H:15]([O:33][CH2:34][CH3:35])[CH2:16][C:18]1[CH:23]=[CH:22][C:21]([O:24][CH2:25][C:26]2[CH:31]=[CH:30][CH:29]=[CH:28][CH:27]=2)=[CH:20][C:19]=1[CH3:32])[C:2]1[CH:7]=[CH:6][CH:5]=[CH:4][CH:3]=1. (2) Given the reactants [Cl:1][C:2]1[C:7]([C:8]#[N:9])=[CH:6][N:5]=[C:4]2[NH:10][CH:11]=[CH:12][C:3]=12.C(N(CC)CC)C.[C:20]1([S:26](Cl)(=[O:28])=[O:27])[CH:25]=[CH:24][CH:23]=[CH:22][CH:21]=1, predict the reaction product. The product is: [Cl:1][C:2]1[C:7]([C:8]#[N:9])=[CH:6][N:5]=[C:4]2[N:10]([S:26]([C:20]3[CH:25]=[CH:24][CH:23]=[CH:22][CH:21]=3)(=[O:28])=[O:27])[CH:11]=[CH:12][C:3]=12. (3) Given the reactants [F:1][C:2]([F:27])([F:26])[C:3]1[CH:25]=[CH:24][CH:23]=[CH:22][C:4]=1[C:5]([NH:7][C:8]1[C:17]2[C:12](=[CH:13][CH:14]=[CH:15][CH:16]=2)[C:11]([S:18](Cl)(=[O:20])=[O:19])=[CH:10][CH:9]=1)=[O:6].[N:28]([CH:31]([CH3:33])C)=[C:29]=[O:30], predict the reaction product. The product is: [C:29]([N:28]1[CH2:31][CH2:33][CH:5]([NH:7][S:18]([C:11]2[C:12]3[C:17](=[CH:16][CH:15]=[CH:14][CH:13]=3)[C:8]([NH:7][C:5](=[O:6])[C:4]3[CH:22]=[CH:23][CH:24]=[CH:25][C:3]=3[C:2]([F:27])([F:26])[F:1])=[CH:9][CH:10]=2)(=[O:20])=[O:19])[CH2:4][CH2:3]1)(=[O:30])[CH2:9][CH2:8][CH3:17]. (4) Given the reactants [NH2:1][C@H:2]([C:7]([OH:9])=[O:8])[CH2:3][C:4]([OH:6])=[O:5].[OH-].[Ca+2:11].[OH-].O.O.[Cl-:15].[Ca+2].[Cl-], predict the reaction product. The product is: [ClH:15].[NH2:1][C@H:2]([C:7]([O-:9])=[O:8])[CH2:3][C:4]([O-:6])=[O:5].[Ca+2:11]. (5) The product is: [NH2:48][C:46](=[O:47])[CH:45]([C:40]1[CH:41]=[CH:42][CH:43]=[CH:44][C:39]=1[C:37]#[C:38][C:2]1[C:7]([C:8]([F:11])([F:10])[F:9])=[CH:6][N:5]=[C:4]([NH:12][C:13]2[CH:18]=[CH:17][C:16]([CH:19]3[CH2:24][CH2:23][N:22]([C:25]([O:27][C:28]([CH3:31])([CH3:30])[CH3:29])=[O:26])[CH2:21][CH2:20]3)=[CH:15][CH:14]=2)[N:3]=1)[CH2:49][CH3:50]. Given the reactants Cl[C:2]1[C:7]([C:8]([F:11])([F:10])[F:9])=[CH:6][N:5]=[C:4]([NH:12][C:13]2[CH:18]=[CH:17][C:16]([CH:19]3[CH2:24][CH2:23][N:22]([C:25]([O:27][C:28]([CH3:31])([CH3:30])[CH3:29])=[O:26])[CH2:21][CH2:20]3)=[CH:15][CH:14]=2)[N:3]=1.F[B-](F)(F)F.[C:37]([C:39]1[CH:44]=[CH:43][CH:42]=[CH:41][C:40]=1[CH:45]([CH2:49][CH3:50])[C:46]([NH2:48])=[O:47])#[CH:38].CCN(CC)CC, predict the reaction product.